Dataset: Forward reaction prediction with 1.9M reactions from USPTO patents (1976-2016). Task: Predict the product of the given reaction. (1) Given the reactants Cl[C:2]1[C:11]([CH3:12])=[C:10]([Cl:13])[C:9]2[C:4](=[CH:5][C:6]([F:15])=[CH:7][C:8]=2[F:14])[N:3]=1.[CH3:16][N:17]1[CH2:22][CH2:21][NH:20][CH2:19][CH2:18]1, predict the reaction product. The product is: [Cl:13][C:10]1[C:9]2[C:4](=[CH:5][C:6]([F:15])=[CH:7][C:8]=2[F:14])[N:3]=[C:2]([N:20]2[CH2:21][CH2:22][N:17]([CH3:16])[CH2:18][CH2:19]2)[C:11]=1[CH3:12]. (2) Given the reactants [CH2:1]([NH:3][C:4](=[O:6])[O-:5])[CH3:2].[OH:7][C:8]1[CH:9]=[CH:10][C:11]2[CH:12]([CH3:20])[CH:13]3[CH2:17][NH:16][CH2:15][CH:14]3[C:18]=2[CH:19]=1.[F:21][C:22]1[CH:29]=[CH:28][CH:27]=[CH:26][C:23]=1[CH2:24]Br, predict the reaction product. The product is: [CH2:1]([NH:3][C:4](=[O:5])[O-:6])[CH3:2].[F:21][C:22]1[CH:29]=[CH:28][CH:27]=[CH:26][C:23]=1[CH2:24][O:7][C:8]1[CH:9]=[CH:10][C:11]2[CH:12]([CH3:20])[CH:13]3[CH2:17][NH:16][CH2:15][CH:14]3[C:18]=2[CH:19]=1. (3) Given the reactants [CH3:1][S:2](Cl)(=[O:4])=[O:3].C(N(CC)CC)C.[OH:13][CH:14]1[CH2:19][CH2:18][N:17]([C:20]([O:22][C:23]([CH3:26])([CH3:25])[CH3:24])=[O:21])[CH2:16][CH2:15]1.O1CCCC1, predict the reaction product. The product is: [CH3:1][S:2]([O:13][CH:14]1[CH2:15][CH2:16][N:17]([C:20]([O:22][C:23]([CH3:26])([CH3:25])[CH3:24])=[O:21])[CH2:18][CH2:19]1)(=[O:4])=[O:3].